Task: Predict the product of the given reaction.. Dataset: Forward reaction prediction with 1.9M reactions from USPTO patents (1976-2016) (1) Given the reactants Cl[C:2]1[N:7]=[C:6]([C:8]2[S:12][C:11]([CH:13]([CH3:15])[CH3:14])=[N:10][C:9]=2[C:16]2[CH:17]=[CH:18][C:19]([F:34])=[C:20]([NH:22][S:23]([C:26]3[CH:31]=[C:30]([F:32])[CH:29]=[CH:28][C:27]=3[F:33])(=[O:25])=[O:24])[CH:21]=2)[CH:5]=[CH:4][N:3]=1.[CH3:35][C:36]1([CH3:45])[CH2:41][CH:40]([NH2:42])[CH2:39][C:38]([CH3:44])([CH3:43])[NH:37]1, predict the reaction product. The product is: [F:33][C:27]1[CH:28]=[CH:29][C:30]([F:32])=[CH:31][C:26]=1[S:23]([NH:22][C:20]1[CH:21]=[C:16]([C:9]2[N:10]=[C:11]([CH:13]([CH3:15])[CH3:14])[S:12][C:8]=2[C:6]2[CH:5]=[CH:4][N:3]=[C:2]([NH:42][CH:40]3[CH2:41][C:36]([CH3:45])([CH3:35])[NH:37][C:38]([CH3:44])([CH3:43])[CH2:39]3)[N:7]=2)[CH:17]=[CH:18][C:19]=1[F:34])(=[O:25])=[O:24]. (2) Given the reactants C(OC([N:7]1[C@H:11]([CH3:12])[CH:10]=[C:9]([C:13]2[N:14]=[C:15]([S:18][C:19]3[C@H:25]([CH3:26])[C@H:24]4[N:21]([C:22](=[O:34])[C@@H:23]4[C@H:27]([O:29][Si](C)(C)C)[CH3:28])[C:20]=3[C:35]([O:37]CC=C)=[O:36])[S:16][CH:17]=2)[CH2:8]1)=O)C=C.O.Cl.C(=O)([O-])O.[Na+], predict the reaction product. The product is: [OH:29][C@@H:27]([C@H:23]1[C:22](=[O:34])[N:21]2[C@@H:24]1[C@@H:25]([CH3:26])[C:19]([S:18][C:15]1[S:16][CH:17]=[C:13]([C:9]3[CH2:8][NH:7][C@@H:11]([CH3:12])[CH:10]=3)[N:14]=1)=[C:20]2[C:35]([OH:37])=[O:36])[CH3:28]. (3) Given the reactants [NH:1]([C:3]1[N:8]=[CH:7][N:6]=[C:5]2[N:9]([C:12]3[CH:17]=[CH:16][CH:15]=[CH:14][CH:13]=3)[N:10]=[CH:11][C:4]=12)[NH2:2].[CH:18]([C:20]1[CH:28]=[CH:27][C:23]([C:24]([OH:26])=[O:25])=[CH:22][CH:21]=1)=O.C1(N2C3=NC=NC(NN=CC4C=CN=CC=4)=C3C=N2)C=CC=CC=1, predict the reaction product. The product is: [C:12]1([N:9]2[C:5]3=[N:6][CH:7]=[N:8][C:3]([NH:1]/[N:2]=[CH:18]/[C:20]4[CH:28]=[CH:27][C:23]([C:24]([OH:26])=[O:25])=[CH:22][CH:21]=4)=[C:4]3[CH:11]=[N:10]2)[CH:17]=[CH:16][CH:15]=[CH:14][CH:13]=1.